This data is from Aqueous solubility values for 9,982 compounds from the AqSolDB database. The task is: Regression/Classification. Given a drug SMILES string, predict its absorption, distribution, metabolism, or excretion properties. Task type varies by dataset: regression for continuous measurements (e.g., permeability, clearance, half-life) or binary classification for categorical outcomes (e.g., BBB penetration, CYP inhibition). For this dataset (solubility_aqsoldb), we predict Y. (1) The molecule is CC(=O)OCCC(C)CCC=C(C)C. The Y is -4.10 log mol/L. (2) The drug is CCCCCCCCN1CCCC1=O. The Y is -2.26 log mol/L.